Dataset: TCR-epitope binding with 47,182 pairs between 192 epitopes and 23,139 TCRs. Task: Binary Classification. Given a T-cell receptor sequence (or CDR3 region) and an epitope sequence, predict whether binding occurs between them. (1) The epitope is RQLLFVVEV. The TCR CDR3 sequence is CAAGLPTEQYF. Result: 1 (the TCR binds to the epitope). (2) The epitope is FLPRVFSAV. The TCR CDR3 sequence is CASSLVLSTDTQYF. Result: 1 (the TCR binds to the epitope).